From a dataset of Reaction yield outcomes from USPTO patents with 853,638 reactions. Predict the reaction yield, written as a fraction of the theoretical maximum amount of product (1.0 means a 100% yield; for example, 0.34 means a 34% yield). (1) The reactants are CO[C:3](=[O:22])[C:4]1[CH:9]=[C:8]([C:10]2[N:11]([CH2:15][CH3:16])[N:12]=[CH:13][CH:14]=2)[C:7]([C:17]([F:20])([F:19])[F:18])=[CH:6][C:5]=1[NH2:21].ClC(Cl)(O[C:27](=[O:33])OC(Cl)(Cl)Cl)Cl.C(N(CC)CC)C.[CH3:42][S:43]([NH:46][NH2:47])(=[O:45])=[O:44].[OH-].[Na+]. The catalyst is O1CCCC1. The product is [CH2:15]([N:11]1[C:10]([C:8]2[CH:9]=[C:4]3[C:5](=[CH:6][C:7]=2[C:17]([F:20])([F:18])[F:19])[NH:21][C:27](=[O:33])[N:47]([NH:46][S:43]([CH3:42])(=[O:45])=[O:44])[C:3]3=[O:22])=[CH:14][CH:13]=[N:12]1)[CH3:16]. The yield is 0.707. (2) The reactants are C(OC([NH:11][C:12]1[C:13]([C:24]([NH:26][C:27]2[CH:28]=[N:29][CH:30]=[CH:31][C:32]=2[N:33]2[CH2:38][C@H:37]([CH3:39])[C@H:36]([NH:40][C:41](=[O:44])[O:42][CH3:43])[C@H:35]([NH:45]C(=O)OC(C)(C)C)[CH2:34]2)=[O:25])=[N:14][C:15]2[C:20]([CH:21]=1)=[CH:19][CH:18]=[C:17]([CH:22]=[CH2:23])[CH:16]=2)=O)C1C=CC=CC=1. The catalyst is CO.[Pd]. The product is [NH2:45][C@H:35]1[C@@H:36]([NH:40][C:41](=[O:44])[O:42][CH3:43])[C@@H:37]([CH3:39])[CH2:38][N:33]([C:32]2[CH:31]=[CH:30][N:29]=[CH:28][C:27]=2[NH:26][C:24]([C:13]2[C:12]([NH2:11])=[CH:21][C:20]3[C:15](=[CH:16][C:17]([CH2:22][CH3:23])=[CH:18][CH:19]=3)[N:14]=2)=[O:25])[CH2:34]1. The yield is 0.730. (3) The yield is 0.600. The reactants are [Cl:1][C:2]1[CH:3]=[C:4]([CH:9]([C:28]([F:31])([F:30])[F:29])/[CH:10]=[CH:11]/[C:12]2[CH:13]=[CH:14][C:15]([N:23]3[CH:27]=[N:26][CH:25]=[N:24]3)=[C:16]([CH:22]=2)[C:17]([O:19]CC)=[O:18])[CH:5]=[C:6]([Cl:8])[CH:7]=1. The product is [Cl:8][C:6]1[CH:5]=[C:4]([CH:9]([C:28]([F:29])([F:31])[F:30])/[CH:10]=[CH:11]/[C:12]2[CH:13]=[CH:14][C:15]([N:23]3[CH:27]=[N:26][CH:25]=[N:24]3)=[C:16]([CH:22]=2)[C:17]([OH:19])=[O:18])[CH:3]=[C:2]([Cl:1])[CH:7]=1. The catalyst is Cl. (4) The catalyst is C(O)=O.CO. The product is [ClH:26].[C@H:12]12[CH2:14][C@H:9]([NH:8][CH2:13]1)[CH2:10][N:11]2[C:15]([C:17]1[NH:18][C:19]2[C:24]([CH:25]=1)=[CH:23][CH:22]=[CH:21][CH:20]=2)=[O:16]. The reactants are C(OC([N:8]1[CH2:13][C@@H:12]2[CH2:14][C@H:9]1[CH2:10][N:11]2[C:15]([C:17]1[NH:18][C:19]2[C:24]([CH:25]=1)=[CH:23][CH:22]=[CH:21][CH:20]=2)=[O:16])=O)(C)(C)C.[ClH:26]. The yield is 0.990. (5) The reactants are [CH2:1]([C:4]1[N:5]=[C:6]([C@@H:26]2[C@H:30]([CH2:31][CH3:32])[CH2:29][C@H:28]([NH:33][S:34]([CH:37]3[CH2:39][CH2:38]3)(=[O:36])=[O:35])[CH2:27]2)[N:7]2[C:12]3[CH:13]=[CH:14][N:15](S(C4C=CC(C)=CC=4)(=O)=O)[C:11]=3[N:10]=[CH:9][C:8]=12)[CH:2]=C.I([O-])(=O)(=O)=[O:41].[Na+].[BH4-].[Na+].Cl.[OH-].[Na+]. The catalyst is O1CCOCC1.O.CCOC(C)=O.[NH4+].[Cl-].[Os](=O)(=O)(=O)=O. The product is [CH2:31]([C@H:30]1[C@@H:26]([C:6]2[N:7]3[C:12]4[CH:13]=[CH:14][NH:15][C:11]=4[N:10]=[CH:9][C:8]3=[C:4]([CH2:1][CH2:2][OH:41])[N:5]=2)[CH2:27][C@@H:28]([NH:33][S:34]([CH:37]2[CH2:39][CH2:38]2)(=[O:36])=[O:35])[CH2:29]1)[CH3:32]. The yield is 0.200.